The task is: Predict the product of the given reaction.. This data is from Forward reaction prediction with 1.9M reactions from USPTO patents (1976-2016). (1) Given the reactants [CH2:1]([N:3]([CH2:11][C:12]1[CH:13]=[N:14][CH:15]=[C:16]([C:19]2[CH:20]=[C:21]3[C:25](=[CH:26][CH:27]=2)[N:24]([CH:28]2[CH2:33][CH2:32][CH2:31][CH2:30][O:29]2)[N:23]=[C:22]3[C:34]2[NH:35][C:36]([C:39]([NH:41][CH2:42]C3C=NC=CC=3)=[O:40])=[CH:37][N:38]=2)[C:17]=1[CH3:18])[C:4](=[O:10])[O:5][C:6]([CH3:9])([CH3:8])[CH3:7])[CH3:2].C(OC(N(CC1C(C)=C(C2C=C3C(=CC=2)N(C2CCCCO2)N=C3C2NC(C(O)=O)=CN=2)C=NC=1)CC)=O)(C)(C)C.C(N(C(C)C)CC)(C)C.Cl.Cl.N[CH:102]1[CH:107]2C[CH2:109][N:104]([CH2:105][CH2:106]2)[CH2:103]1.CN(C(ON1N=NC2C=CC=NC1=2)=[N+](C)C)C.F[P-](F)(F)(F)(F)F, predict the reaction product. The product is: [N:104]12[CH2:105][CH2:106][CH:107]([CH2:102][CH2:103]1)[C@H:42]([NH:41][C:39]([C:36]1[NH:35][C:34]([C:22]3[C:21]4[C:25](=[CH:26][CH:27]=[C:19]([C:16]5[C:17]([CH3:18])=[C:12]([CH2:11][N:3]([CH2:1][CH3:2])[C:4](=[O:10])[O:5][C:6]([CH3:9])([CH3:8])[CH3:7])[CH:13]=[N:14][CH:15]=5)[CH:20]=4)[N:24]([CH:28]4[CH2:33][CH2:32][CH2:31][CH2:30][O:29]4)[N:23]=3)=[N:38][CH:37]=1)=[O:40])[CH2:109]2. (2) Given the reactants [S:1]([O:21][CH2:22][CH3:23])([O:3][CH2:4][C:5]([O:14][CH2:15][CH2:16][CH2:17][CH2:18][CH2:19][CH3:20])([O:7][CH2:8][CH2:9][CH2:10][CH2:11][CH2:12][CH3:13])[CH3:6])=[O:2].[OH2:24], predict the reaction product. The product is: [S:1]([O:21][CH2:22][CH3:23])([O:3][CH2:4][C:5]([O:14][CH2:15][CH2:16][CH2:17][CH2:18][CH2:19][CH3:20])([O:7][CH2:8][CH2:9][CH2:10][CH2:11][CH2:12][CH3:13])[CH3:6])(=[O:24])=[O:2]. (3) Given the reactants [CH2:1]([O:3][C:4]1[CH:5]=[C:6]([C:11](=O)[CH2:12][C:13]([O:15]CC)=O)[CH:7]=[CH:8][C:9]=1[F:10])[CH3:2].CC1C=CC(S(O)(=O)=O)=CC=1.[CH3:30][C:31]1[O:35][C:34]([C:36]2[CH:37]=[N:38][NH:39][C:40]=2[NH2:41])=[N:33][CH:32]=1, predict the reaction product. The product is: [CH2:1]([O:3][C:4]1[CH:5]=[C:6]([C:11]2[NH:41][C:40]3[N:39]([N:38]=[CH:37][C:36]=3[C:34]3[O:35][C:31]([CH3:30])=[CH:32][N:33]=3)[C:13](=[O:15])[CH:12]=2)[CH:7]=[CH:8][C:9]=1[F:10])[CH3:2]. (4) Given the reactants Cl.[CH3:2][O:3][C:4](=[O:9])[C@H:5]([CH2:7][OH:8])[NH2:6].[CH3:10][C:11]([O:14][C:15](O[C:15]([O:14][C:11]([CH3:13])([CH3:12])[CH3:10])=[O:16])=[O:16])([CH3:13])[CH3:12].CCN(CC)CC, predict the reaction product. The product is: [CH3:2][O:3][C:4](=[O:9])[CH:5]([NH:6][C:15]([O:14][C:11]([CH3:13])([CH3:12])[CH3:10])=[O:16])[CH2:7][OH:8]. (5) Given the reactants CS(O[CH:6]([C:22]1[CH:27]=[CH:26][C:25]([Br:28])=[CH:24][CH:23]=1)[CH2:7][CH2:8][CH:9](OS(C)(=O)=O)[C:10]1[CH:15]=[CH:14][C:13]([Br:16])=[CH:12][CH:11]=1)(=O)=O.[F:29][C:30]([F:39])([F:38])[C:31]1[CH:37]=[CH:36][C:34]([NH2:35])=[CH:33][CH:32]=1, predict the reaction product. The product is: [Br:16][C:13]1[CH:14]=[CH:15][C:10]([C@H:9]2[CH2:8][CH2:7][C@@H:6]([C:22]3[CH:27]=[CH:26][C:25]([Br:28])=[CH:24][CH:23]=3)[N:35]2[C:34]2[CH:36]=[CH:37][C:31]([C:30]([F:29])([F:38])[F:39])=[CH:32][CH:33]=2)=[CH:11][CH:12]=1. (6) Given the reactants [C:1]1([C:7]2[N:11]3[CH:12]=[CH:13][CH:14]=[N:15][C:10]3=[N:9][C:8]=2[C:16]2[CH:23]=[CH:22][C:19]([CH:20]=O)=[CH:18][CH:17]=2)[CH:6]=[CH:5][CH:4]=[CH:3][CH:2]=1.C(N(CC)CC)C.Cl.Cl.[CH3:33][C:34]1[CH:35]=[CH:36][C:37]([C:40]2[NH:44][N:43]=[C:42]([CH:45]3[CH2:50][CH2:49][NH:48][CH2:47][CH2:46]3)[N:41]=2)=[N:38][CH:39]=1.C(O)(=O)C.[BH-](OC(C)=O)(OC(C)=O)OC(C)=O.[Na+], predict the reaction product. The product is: [CH3:33][C:34]1[CH:35]=[CH:36][C:37]([C:40]2[NH:41][C:42]([CH:45]3[CH2:50][CH2:49][N:48]([CH2:20][C:19]4[CH:18]=[CH:17][C:16]([C:8]5[N:9]=[C:10]6[N:15]=[CH:14][CH:13]=[CH:12][N:11]6[C:7]=5[C:1]5[CH:6]=[CH:5][CH:4]=[CH:3][CH:2]=5)=[CH:23][CH:22]=4)[CH2:47][CH2:46]3)=[N:43][N:44]=2)=[N:38][CH:39]=1. (7) Given the reactants [CH3:1][C:2]1[CH:7]=[C:6]([C:8]#[N:9])[CH:5]=[CH:4][C:3]=1[C:10]#[N:11].C(O[CH:17](N(C)C)[N:18]([CH3:20])[CH3:19])(C)(C)C, predict the reaction product. The product is: [CH3:17][N:18]([CH3:20])/[CH:19]=[CH:1]/[C:2]1[CH:7]=[C:6]([C:8]#[N:9])[CH:5]=[CH:4][C:3]=1[C:10]#[N:11].